This data is from Catalyst prediction with 721,799 reactions and 888 catalyst types from USPTO. The task is: Predict which catalyst facilitates the given reaction. (1) Reactant: [S:1](Cl)([CH3:4])(=[O:3])=[O:2].[OH:6][CH2:7][CH:8]1[CH2:12][CH2:11][N:10]([C:13]([O:15][C:16]([CH3:19])([CH3:18])[CH3:17])=[O:14])[CH2:9]1.C(N(CC)CC)C. Product: [CH3:4][S:1]([O:6][CH2:7][CH:8]1[CH2:12][CH2:11][N:10]([C:13]([O:15][C:16]([CH3:19])([CH3:18])[CH3:17])=[O:14])[CH2:9]1)(=[O:3])=[O:2]. The catalyst class is: 2. (2) Reactant: Br[C:2]1[CH:3]=[C:4]2[C:8](=[CH:9][CH:10]=1)[N:7]([Si](C(C)C)(C(C)C)C(C)C)[CH:6]=[CH:5]2.C([Li])(C)(C)C.[C:26]1([S:32](F)(=[O:34])=[O:33])[CH:31]=[CH:30][CH:29]=[CH:28][CH:27]=1. Product: [C:26]1([S:32]([C:2]2[CH:3]=[C:4]3[C:8](=[CH:9][CH:10]=2)[NH:7][CH:6]=[CH:5]3)(=[O:34])=[O:33])[CH:31]=[CH:30][CH:29]=[CH:28][CH:27]=1. The catalyst class is: 1. (3) The catalyst class is: 55. Reactant: C([SiH](CC)CC)C.[C:8]([C:13]1[CH:14]=[C:15]2[C:19](=[CH:20][CH:21]=1)[NH:18][C:17](=[O:22])[CH2:16]2)(=O)[CH2:9][CH2:10][CH3:11]. Product: [CH2:8]([C:13]1[CH:14]=[C:15]2[C:19](=[CH:20][CH:21]=1)[NH:18][C:17](=[O:22])[CH2:16]2)[CH2:9][CH2:10][CH3:11]. (4) Reactant: [O:1]1[CH2:5][CH2:4][CH2:3][C@H:2]1[C:6]([OH:8])=O.NN.C1C=CC2N(O)[N:18]=[N:17]C=2C=1.CCN=C=NCCCN(C)C. Product: [O:1]1[CH2:5][CH2:4][CH2:3][C@H:2]1[C:6]([NH:17][NH2:18])=[O:8]. The catalyst class is: 4. (5) Reactant: [CH2:1]([C:3]1[CH:8]=[CH:7][C:6]([CH:9]2[CH2:14][NH:13][CH2:12][CH:11]([C:15]([O:17][CH3:18])=[O:16])[CH2:10]2)=[CH:5][CH:4]=1)[CH3:2].C(N(CC)CC)C.Cl[C:27]([O:29][C:30]1[CH:35]=[CH:34][C:33]([N+:36]([O-:38])=[O:37])=[CH:32][CH:31]=1)=[O:28]. Product: [CH2:1]([C:3]1[CH:4]=[CH:5][C:6]([CH:9]2[CH2:14][N:13]([C:27]([O:29][C:30]3[CH:31]=[CH:32][C:33]([N+:36]([O-:38])=[O:37])=[CH:34][CH:35]=3)=[O:28])[CH2:12][CH:11]([C:15]([O:17][CH3:18])=[O:16])[CH2:10]2)=[CH:7][CH:8]=1)[CH3:2]. The catalyst class is: 4. (6) Reactant: C([O:3][C:4](=[O:40])[CH2:5][C@H:6]([NH:21][C:22](=[O:39])[CH:23]([N:25](C(OC(C)(C)C)=O)[CH2:26][C:27]([O:29]CC)=[O:28])[CH3:24])[CH2:7][C:8]1[CH:13]=[CH:12][C:11]([C:14]2[CH:19]=[CH:18][CH:17]=[C:16]([Cl:20])[CH:15]=2)=[CH:10][CH:9]=1)C.[OH-].[Na+].C(O)(C(F)(F)F)=O. Product: [C:27]([CH2:26][NH:25][C@@H:23]([CH3:24])[C:22]([NH:21][C@H:6]([CH2:7][C:8]1[CH:9]=[CH:10][C:11]([C:14]2[CH:19]=[CH:18][CH:17]=[C:16]([Cl:20])[CH:15]=2)=[CH:12][CH:13]=1)[CH2:5][C:4]([OH:40])=[O:3])=[O:39])([OH:29])=[O:28].[C:27]([CH2:26][NH:25][C@H:23]([CH3:24])[C:22]([NH:21][C@H:6]([CH2:7][C:8]1[CH:9]=[CH:10][C:11]([C:14]2[CH:19]=[CH:18][CH:17]=[C:16]([Cl:20])[CH:15]=2)=[CH:12][CH:13]=1)[CH2:5][C:4]([OH:40])=[O:3])=[O:39])([OH:29])=[O:28]. The catalyst class is: 36.